Dataset: Reaction yield outcomes from USPTO patents with 853,638 reactions. Task: Predict the reaction yield, written as a fraction of the theoretical maximum amount of product (1.0 means a 100% yield; for example, 0.34 means a 34% yield). (1) The reactants are Br[C:2]1[N:7]2[C:8](=[O:23])[N:9]([CH2:11][CH2:12][C:13]3[CH:22]=[CH:21][C:20]4[C:15](=[CH:16][CH:17]=[CH:18][CH:19]=4)[N:14]=3)[N:10]=[C:6]2[CH:5]=[CH:4][CH:3]=1.[NH:24]1[CH2:29][CH2:28][O:27][CH2:26][CH2:25]1. No catalyst specified. The product is [O:27]1[CH2:28][CH2:29][N:24]([C:2]2[N:7]3[C:8](=[O:23])[N:9]([CH2:11][CH2:12][C:13]4[CH:22]=[CH:21][C:20]5[C:15](=[CH:16][CH:17]=[CH:18][CH:19]=5)[N:14]=4)[N:10]=[C:6]3[CH:5]=[CH:4][CH:3]=2)[CH2:25][CH2:26]1. The yield is 0.850. (2) The reactants are [CH3:1][O:2][C:3](=[O:16])[CH:4]=[CH:5][C:6]1[CH:11]=[CH:10][C:9]([N+:12]([O-])=O)=[CH:8][C:7]=1[CH3:15].[H][H]. The catalyst is CO.[Pd]. The product is [CH3:1][O:2][C:3](=[O:16])[CH2:4][CH2:5][C:6]1[CH:11]=[CH:10][C:9]([NH2:12])=[CH:8][C:7]=1[CH3:15]. The yield is 0.770.